Dataset: Forward reaction prediction with 1.9M reactions from USPTO patents (1976-2016). Task: Predict the product of the given reaction. (1) The product is: [N:31]1([C:20]2[CH:21]=[CH:22][C:17]([C:16]3[N:12]([C:9]4[CH:8]=[CH:7][C:6]([N:1]5[CH:5]=[CH:4][N:3]=[CH:2]5)=[CH:11][N:10]=4)[C:13]([CH2:24][CH2:25][C:26]([O:28][CH2:29][CH3:30])=[O:27])=[CH:14][CH:15]=3)=[CH:18][CH:19]=2)[CH:35]=[CH:34][N:33]=[CH:32]1. Given the reactants [N:1]1([C:6]2[CH:7]=[CH:8][C:9]([N:12]3[C:16]([C:17]4[CH:22]=[CH:21][C:20](Br)=[CH:19][CH:18]=4)=[CH:15][CH:14]=[C:13]3[CH2:24][CH2:25][C:26]([O:28][CH2:29][CH3:30])=[O:27])=[N:10][CH:11]=2)[CH:5]=[CH:4][N:3]=[CH:2]1.[NH:31]1[CH:35]=[CH:34][N:33]=[CH:32]1.N1CCC[C@H]1C(O)=O.C([O-])([O-])=O.[K+].[K+], predict the reaction product. (2) Given the reactants C(O[C:6]([N:8]1[CH2:13][CH2:12][N:11]([C:14]2C(=O)N(CC(C)C)N=C(C3C=CC(C)=C(F)C=3)C=2C)[CH2:10][CH2:9]1)=O)(C)(C)C.[F:34][C:35]1[CH:36]=[C:37]([C:42]2[C:43](C)=[C:44](OS(C)(=O)=O)[C:45](=[O:52])[N:46]([CH2:48][CH:49]([CH3:51])[CH3:50])[N:47]=2)[CH:38]=[CH:39][C:40]=1[CH3:41].CN1CCNCC1, predict the reaction product. The product is: [F:34][C:35]1[CH:36]=[C:37]([C:42]2[CH:43]=[C:44]([CH2:6][N:8]3[CH2:13][CH2:12][N:11]([CH3:14])[CH2:10][CH2:9]3)[C:45](=[O:52])[N:46]([CH2:48][CH:49]([CH3:50])[CH3:51])[N:47]=2)[CH:38]=[CH:39][C:40]=1[CH3:41]. (3) Given the reactants [CH2:1]([N:4]1[C:12]2[C:7](=[CH:8][CH:9]=[CH:10][CH:11]=2)[C:6](/[CH:13]=[CH:14]/[C:15]([OH:17])=O)=[CH:5]1)[CH2:2][CH3:3].[F:18][C:19]1[CH:20]=[C:21]([CH:29]=[CH:30][CH:31]=1)[C:22]([NH:24][NH:25][CH:26]([CH3:28])[CH3:27])=[O:23].CN(C(ON1N=NC2C=CC=NC1=2)=[N+](C)C)C.F[P-](F)(F)(F)(F)F.C(N(CC)C(C)C)(C)C, predict the reaction product. The product is: [F:18][C:19]1[CH:20]=[C:21]([CH:29]=[CH:30][CH:31]=1)[C:22]([NH:24][N:25]([CH:26]([CH3:28])[CH3:27])[C:15](=[O:17])/[CH:14]=[CH:13]/[C:6]1[C:7]2[C:12](=[CH:11][CH:10]=[CH:9][CH:8]=2)[N:4]([CH2:1][CH2:2][CH3:3])[CH:5]=1)=[O:23]. (4) The product is: [O:32]1[C:33]2([CH2:38][CH2:37][N:36]([C:39]3[CH:46]=[CH:45][C:42]([CH2:43][NH:44][C:24]([C:20]4[N:21]([CH3:23])[CH:22]=[C:18]([NH:17][C:15]([C:10]5[C:9]([C:6]6[CH:7]=[CH:8][C:3]([C:2]([F:28])([F:1])[F:27])=[CH:4][CH:5]=6)=[CH:14][CH:13]=[CH:12][CH:11]=5)=[O:16])[CH:19]=4)=[O:25])=[CH:41][CH:40]=3)[CH2:35][CH2:34]2)[O:29][CH2:30][CH2:31]1. Given the reactants [F:1][C:2]([F:28])([F:27])[C:3]1[CH:8]=[CH:7][C:6]([C:9]2[C:10]([C:15]([NH:17][C:18]3[CH:19]=[C:20]([C:24](O)=[O:25])[N:21]([CH3:23])[CH:22]=3)=[O:16])=[CH:11][CH:12]=[CH:13][CH:14]=2)=[CH:5][CH:4]=1.[O:29]1[C:33]2([CH2:38][CH2:37][N:36]([C:39]3[CH:46]=[CH:45][C:42]([CH2:43][NH2:44])=[CH:41][CH:40]=3)[CH2:35][CH2:34]2)[O:32][CH2:31][CH2:30]1.CN(C(ON1N=NC2C=CC=CC1=2)=[N+](C)C)C.[B-](F)(F)(F)F.C(N(CC)CC)C, predict the reaction product. (5) Given the reactants Cl.[F:2][C:3]1[CH:8]=[C:7]([F:9])[CH:6]=[CH:5][C:4]=1[N:10]1[C:14]([N:15]2[N:24]=[C:23]3[C:17]([CH2:18][CH2:19][O:20][C:21]4[CH:28]=[CH:27][C:26]([CH:29]5[CH2:34][CH2:33][NH:32][CH2:31][CH2:30]5)=[CH:25][C:22]=43)=[CH:16]2)=[N:13][CH:12]=[N:11]1.Br[CH2:36][C:37]([NH2:39])=[O:38].C(OCC)(=O)C, predict the reaction product. The product is: [F:2][C:3]1[CH:8]=[C:7]([F:9])[CH:6]=[CH:5][C:4]=1[N:10]1[C:14]([N:15]2[N:24]=[C:23]3[C:17]([CH2:18][CH2:19][O:20][C:21]4[CH:28]=[CH:27][C:26]([CH:29]5[CH2:34][CH2:33][N:32]([CH2:36][C:37]([NH2:39])=[O:38])[CH2:31][CH2:30]5)=[CH:25][C:22]=43)=[CH:16]2)=[N:13][CH:12]=[N:11]1. (6) Given the reactants [CH2:1]([N:8](C)[CH2:9][CH2:10][O:11][C@H:12]1[CH2:19][N:18]2[C:20]3[CH:21]=[C:22]([C:33]([O:35][CH3:36])=[O:34])[CH:23]=[CH:24][C:25]=3[C:26]([CH:27]3[CH2:32][CH2:31][CH2:30][CH2:29][CH2:28]3)=[C:17]2[C:16]2[CH:37]=[CH:38][CH:39]=[CH:40][C:15]=2[O:14][CH2:13]1)C1C=CC=CC=1, predict the reaction product. The product is: [CH:27]1([C:26]2[C:25]3[CH:24]=[CH:23][C:22]([C:33]([O:35][CH3:36])=[O:34])=[CH:21][C:20]=3[N:18]3[C:17]=2[C:16]2[CH:37]=[CH:38][CH:39]=[CH:40][C:15]=2[O:14][CH2:13][C@@H:12]([O:11][CH2:10][CH2:9][NH:8][CH3:1])[CH2:19]3)[CH2:28][CH2:29][CH2:30][CH2:31][CH2:32]1.